From a dataset of NCI-60 drug combinations with 297,098 pairs across 59 cell lines. Regression. Given two drug SMILES strings and cell line genomic features, predict the synergy score measuring deviation from expected non-interaction effect. (1) Drug 1: C1=CC(=CC=C1CCCC(=O)O)N(CCCl)CCCl. Drug 2: C1C(C(OC1N2C=NC3=C2NC=NCC3O)CO)O. Cell line: LOX IMVI. Synergy scores: CSS=13.7, Synergy_ZIP=-11.5, Synergy_Bliss=-11.3, Synergy_Loewe=-11.3, Synergy_HSA=-8.46. (2) Drug 1: CCN(CC)CCNC(=O)C1=C(NC(=C1C)C=C2C3=C(C=CC(=C3)F)NC2=O)C. Synergy scores: CSS=3.02, Synergy_ZIP=-0.465, Synergy_Bliss=0.796, Synergy_Loewe=0.992, Synergy_HSA=-1.42. Drug 2: CC12CCC3C(C1CCC2O)C(CC4=C3C=CC(=C4)O)CCCCCCCCCS(=O)CCCC(C(F)(F)F)(F)F. Cell line: U251. (3) Drug 1: C1C(C(OC1N2C=NC3=C(N=C(N=C32)Cl)N)CO)O. Drug 2: C1CN(P(=O)(OC1)NCCCl)CCCl. Cell line: EKVX. Synergy scores: CSS=1.47, Synergy_ZIP=-2.16, Synergy_Bliss=-1.88, Synergy_Loewe=-2.36, Synergy_HSA=-2.47. (4) Drug 1: C1=NC(=NC(=O)N1C2C(C(C(O2)CO)O)O)N. Drug 2: CN(CC1=CN=C2C(=N1)C(=NC(=N2)N)N)C3=CC=C(C=C3)C(=O)NC(CCC(=O)O)C(=O)O. Cell line: SR. Synergy scores: CSS=62.5, Synergy_ZIP=8.71, Synergy_Bliss=8.32, Synergy_Loewe=-39.7, Synergy_HSA=7.06. (5) Drug 1: CCN(CC)CCNC(=O)C1=C(NC(=C1C)C=C2C3=C(C=CC(=C3)F)NC2=O)C. Drug 2: CCC1=C2CN3C(=CC4=C(C3=O)COC(=O)C4(CC)O)C2=NC5=C1C=C(C=C5)O. Cell line: NCIH23. Synergy scores: CSS=70.7, Synergy_ZIP=7.88, Synergy_Bliss=8.15, Synergy_Loewe=1.56, Synergy_HSA=12.5. (6) Drug 1: CC1=C(C=C(C=C1)NC(=O)C2=CC=C(C=C2)CN3CCN(CC3)C)NC4=NC=CC(=N4)C5=CN=CC=C5. Synergy scores: CSS=7.73, Synergy_ZIP=-5.28, Synergy_Bliss=2.56, Synergy_Loewe=-24.0, Synergy_HSA=-4.60. Cell line: UACC-257. Drug 2: C1=CC=C(C=C1)NC(=O)CCCCCCC(=O)NO. (7) Drug 1: CC(C)(C#N)C1=CC(=CC(=C1)CN2C=NC=N2)C(C)(C)C#N. Drug 2: C1CCC(C(C1)N)N.C(=O)(C(=O)[O-])[O-].[Pt+4]. Cell line: SN12C. Synergy scores: CSS=27.0, Synergy_ZIP=-3.74, Synergy_Bliss=-2.35, Synergy_Loewe=-1.22, Synergy_HSA=-0.789.